From a dataset of Forward reaction prediction with 1.9M reactions from USPTO patents (1976-2016). Predict the product of the given reaction. (1) Given the reactants [Br:1][C:2]1[CH:3]=[C:4]([C:8]([O:10][CH3:11])=[O:9])[S:5][C:6]=1I.[F-:12].[K+].[F:14][C:15]([F:24])(S(F)(=O)=O)C(OC)=O, predict the reaction product. The product is: [Br:1][C:2]1[CH:3]=[C:4]([C:8]([O:10][CH3:11])=[O:9])[S:5][C:6]=1[C:15]([F:24])([F:12])[F:14]. (2) The product is: [CH3:12][O:13][C:14]1[CH:33]=[CH:32][C:17]([C:18]([NH:4][CH2:1][C:2]#[CH:3])([C:25]2[CH:30]=[CH:29][CH:28]=[CH:27][CH:26]=2)[C:19]2[CH:24]=[CH:23][CH:22]=[CH:21][CH:20]=2)=[CH:16][CH:15]=1. Given the reactants [CH2:1]([NH2:4])[C:2]#[CH:3].C(N(CC)CC)C.[CH3:12][O:13][C:14]1[CH:33]=[CH:32][C:17]([C:18](Cl)([C:25]2[CH:30]=[CH:29][CH:28]=[CH:27][CH:26]=2)[C:19]2[CH:24]=[CH:23][CH:22]=[CH:21][CH:20]=2)=[CH:16][CH:15]=1.O, predict the reaction product.